From a dataset of TCR-epitope binding with 47,182 pairs between 192 epitopes and 23,139 TCRs. Binary Classification. Given a T-cell receptor sequence (or CDR3 region) and an epitope sequence, predict whether binding occurs between them. The epitope is WICLLQFAY. The TCR CDR3 sequence is CSVWTLTYNEQFF. Result: 1 (the TCR binds to the epitope).